From a dataset of Reaction yield outcomes from USPTO patents with 853,638 reactions. Predict the reaction yield, written as a fraction of the theoretical maximum amount of product (1.0 means a 100% yield; for example, 0.34 means a 34% yield). (1) The reactants are [NH2:1][C:2]1[CH:13]=[C:5]2[CH2:6][N:7]([C:10](=[O:12])[CH3:11])[CH2:8][CH2:9][N:4]2[N:3]=1.Br[C:15]1[C:16](=[O:23])[N:17]([CH3:22])[CH:18]=[C:19]([Br:21])[CH:20]=1.C(=O)([O-])[O-].[Cs+].[Cs+].CC1(C)C2C(=C(P(C3C=CC=CC=3)C3C=CC=CC=3)C=CC=2)OC2C(P(C3C=CC=CC=3)C3C=CC=CC=3)=CC=CC1=2. The catalyst is O1CCOCC1.[Pd].[Pd].C(=CC(C=CC1C=CC=CC=1)=O)C1C=CC=CC=1.C(=CC(C=CC1C=CC=CC=1)=O)C1C=CC=CC=1.C(=CC(C=CC1C=CC=CC=1)=O)C1C=CC=CC=1.CO.CCOCC.CCOC(C)=O.O. The product is [C:10]([N:7]1[CH2:8][CH2:9][N:4]2[N:3]=[C:2]([NH:1][C:15]3[C:16](=[O:23])[N:17]([CH3:22])[CH:18]=[C:19]([Br:21])[CH:20]=3)[CH:13]=[C:5]2[CH2:6]1)(=[O:12])[CH3:11]. The yield is 0.410. (2) The reactants are [CH2:1]([N:8]1[C:12]2[CH:13]=[CH:14][C:15]3[N:16]([C:17]([CH3:20])=[N:18][N:19]=3)[C:11]=2[CH:10]=[C:9]1[CH2:21]O)[C:2]1[CH:7]=[CH:6][CH:5]=[CH:4][CH:3]=1.[CH:23]1[N:27]=[CH:26][N:25](C([N:25]2[CH:26]=[N:27][CH:23]=[CH:24]2)=O)[CH:24]=1.N1C=CN=C1. The catalyst is CC#N. The product is [CH2:1]([N:8]1[C:12]2[CH:13]=[CH:14][C:15]3[N:16]([C:17]([CH3:20])=[N:18][N:19]=3)[C:11]=2[CH:10]=[C:9]1[CH2:21][N:25]1[CH:24]=[CH:23][N:27]=[CH:26]1)[C:2]1[CH:7]=[CH:6][CH:5]=[CH:4][CH:3]=1. The yield is 0.160. (3) The reactants are [CH2:1]([O:3][C:4](=[O:21])[CH2:5][CH:6](C)[C:7](C1C=CC(OCCCCl)=CC=1)=[O:8])[CH3:2].C([O-])([O-])=O.[K+].[K+]. The catalyst is CC#N.C(Cl)Cl. The product is [CH2:1]([O:3][C:4](=[O:21])[CH2:5][CH2:6][CH:7]=[O:8])[CH3:2]. The yield is 1.00. (4) The reactants are Br[C:2]1[C:10]2[C:5](=[N:6][C:7]([NH:11][CH2:12][CH2:13][CH:14]3[CH2:16][CH2:15]3)=[N:8][CH:9]=2)[N:4]([C@H:17]2[CH2:22][CH2:21][C@H:20]([OH:23])[CH2:19][CH2:18]2)[N:3]=1.[CH3:24][N:25]1[CH2:30][CH2:29][N:28]([CH2:31][C:32]2[CH:37]=[CH:36][C:35](B3OC(C)(C)C(C)(C)O3)=[CH:34][CH:33]=2)[CH2:27][CH2:26]1.C(=O)([O-])[O-].[K+].[K+]. The catalyst is O1CCOCC1.O.CCOC(C)=O.[Pd].C1(P(C2C=CC=CC=2)C2C=CC=CC=2)C=CC=CC=1.C1(P(C2C=CC=CC=2)C2C=CC=CC=2)C=CC=CC=1.C1(P(C2C=CC=CC=2)C2C=CC=CC=2)C=CC=CC=1.C1(P(C2C=CC=CC=2)C2C=CC=CC=2)C=CC=CC=1. The product is [CH:14]1([CH2:13][CH2:12][NH:11][C:7]2[N:6]=[C:5]3[N:4]([C@H:17]4[CH2:22][CH2:21][C@H:20]([OH:23])[CH2:19][CH2:18]4)[N:3]=[C:2]([C:35]4[CH:34]=[CH:33][C:32]([CH2:31][N:28]5[CH2:29][CH2:30][N:25]([CH3:24])[CH2:26][CH2:27]5)=[CH:37][CH:36]=4)[C:10]3=[CH:9][N:8]=2)[CH2:16][CH2:15]1. The yield is 0.760. (5) The reactants are [CH3:1][O:2][C:3](=[O:32])[CH2:4][C@@H:5]1[C:10](=[O:11])[CH:9]=[CH:8][N:7]([C:12]([O:14][CH2:15][C:16]2[CH:21]=[CH:20][CH:19]=[CH:18][CH:17]=2)=[O:13])[C@H:6]1[C:22]1[CH:27]=[CH:26][C:25]([C:28]([F:31])([F:30])[F:29])=[CH:24][CH:23]=1.CCC(C)[BH-](C(C)CC)C(C)CC.[Li+]. The catalyst is C1COCC1. The product is [CH3:1][O:2][C:3](=[O:32])[CH2:4][C@@H:5]1[C:10](=[O:11])[CH2:9][CH2:8][N:7]([C:12]([O:14][CH2:15][C:16]2[CH:21]=[CH:20][CH:19]=[CH:18][CH:17]=2)=[O:13])[C@H:6]1[C:22]1[CH:23]=[CH:24][C:25]([C:28]([F:31])([F:29])[F:30])=[CH:26][CH:27]=1. The yield is 0.890. (6) The reactants are [C:1]([O:5][C:6]([N:8]1[CH2:13][CH2:12][N:11]([C:14]2[CH:22]=[CH:21][CH:20]=[C:19]3[C:15]=2[C:16](I)=[N:17][NH:18]3)[CH2:10][CH2:9]1)=[O:7])([CH3:4])([CH3:3])[CH3:2].[C:24]1([S:30]([O-:32])=[O:31])[CH:29]=[CH:28][CH:27]=[CH:26][CH:25]=1.[Na+]. The catalyst is [Cu]I.CN(C)C=O. The product is [C:1]([O:5][C:6]([N:8]1[CH2:13][CH2:12][N:11]([C:14]2[CH:22]=[CH:21][CH:20]=[C:19]3[C:15]=2[C:16]([S:30]([C:24]2[CH:29]=[CH:28][CH:27]=[CH:26][CH:25]=2)(=[O:32])=[O:31])=[N:17][NH:18]3)[CH2:10][CH2:9]1)=[O:7])([CH3:4])([CH3:3])[CH3:2]. The yield is 0.180.